From a dataset of Peptide-MHC class II binding affinity with 134,281 pairs from IEDB. Regression. Given a peptide amino acid sequence and an MHC pseudo amino acid sequence, predict their binding affinity value. This is MHC class II binding data. (1) The peptide sequence is NSEPVYIQPISTRSL. The MHC is H-2-IAb with pseudo-sequence H-2-IAb. The binding affinity (normalized) is 0.617. (2) The peptide sequence is SSNDLAKYKANWIEI. The MHC is HLA-DPA10201-DPB11401 with pseudo-sequence HLA-DPA10201-DPB11401. The binding affinity (normalized) is 0.341. (3) The peptide sequence is HGGTWVSATLEQDKC. The MHC is HLA-DQA10501-DQB10402 with pseudo-sequence HLA-DQA10501-DQB10402. The binding affinity (normalized) is 0. (4) The peptide sequence is TSYVKVLHHMVKISG. The MHC is DRB1_1101 with pseudo-sequence DRB1_1101. The binding affinity (normalized) is 0.857. (5) The peptide sequence is QAVELTARLNSLGEA. The MHC is DRB3_0101 with pseudo-sequence DRB3_0101. The binding affinity (normalized) is 0.159.